From a dataset of Reaction yield outcomes from USPTO patents with 853,638 reactions. Predict the reaction yield, written as a fraction of the theoretical maximum amount of product (1.0 means a 100% yield; for example, 0.34 means a 34% yield). (1) The reactants are [OH:1]I1(=O)C2C=CC=CC=2C(=O)O1.[OH:13][C:14]1[CH:15]=[CH:16][C:17]2[CH2:18][C@H:19]3[N:30]([C:31]([O:33][CH2:34][C:35]4[CH:40]=[CH:39][CH:38]=[CH:37][CH:36]=4)=[O:32])[CH2:29][CH2:28][C@@:25]4([C:26]=2[CH:27]=1)[C@H:20]3[CH2:21][CH2:22][CH2:23][CH2:24]4.[BH4-].[Na+].C(O)(=O)C. The catalyst is C(Cl)(Cl)Cl.CO. The product is [OH:1][C:15]1[C:14]([OH:13])=[CH:27][C:26]2[C@:25]34[CH2:28][CH2:29][N:30]([C:31]([O:33][CH2:34][C:35]5[CH:40]=[CH:39][CH:38]=[CH:37][CH:36]=5)=[O:32])[C@@H:19]([C@@H:20]3[CH2:21][CH2:22][CH2:23][CH2:24]4)[CH2:18][C:17]=2[CH:16]=1. The yield is 0.150. (2) The reactants are [CH3:1]C([O-])(C)C.[K+].[C:7]([N:14]1[CH2:19][CH2:18][C:17](=O)[CH2:16][CH2:15]1)([O:9][C:10]([CH3:13])([CH3:12])[CH3:11])=[O:8].[NH4+].[Cl-]. The catalyst is [Br-].C[P+](C1C=CC=CC=1)(C1C=CC=CC=1)C1C=CC=CC=1.C(OCC)C. The product is [C:10]([O:9][C:7]([N:14]1[CH2:19][CH2:18][C:17](=[CH2:1])[CH2:16][CH2:15]1)=[O:8])([CH3:13])([CH3:12])[CH3:11]. The yield is 0.890. (3) The reactants are OC(C(F)(F)F)=O.[F:8][C:9]1[CH:35]=[C:34]([F:36])[CH:33]=[CH:32][C:10]=1[O:11][CH:12]1[CH2:17][CH2:16][N:15]([C:18]2[N:19]=[C:20]3[CH2:31][CH2:30][NH:29][CH2:28][C:21]3=[N:22][C:23]=2[NH:24][CH:25]([CH3:27])[CH3:26])[CH2:14][CH2:13]1.C(N(CC)CC)C.[CH3:44][S:45](Cl)(=[O:47])=[O:46]. The catalyst is C(Cl)Cl. The product is [F:8][C:9]1[CH:35]=[C:34]([F:36])[CH:33]=[CH:32][C:10]=1[O:11][CH:12]1[CH2:13][CH2:14][N:15]([C:18]2[N:19]=[C:20]3[CH2:31][CH2:30][N:29]([S:45]([CH3:44])(=[O:47])=[O:46])[CH2:28][C:21]3=[N:22][C:23]=2[NH:24][CH:25]([CH3:27])[CH3:26])[CH2:16][CH2:17]1. The yield is 0.336.